Predict which catalyst facilitates the given reaction. From a dataset of Catalyst prediction with 721,799 reactions and 888 catalyst types from USPTO. (1) Reactant: [Br:1][C:2]1[N:7]=[C:6]([C:8]([O:10][CH3:11])=[O:9])[C:5](N)=[N:4][CH:3]=1.N([O-])=O.[Na+].[CH3:17][OH:18].C(Cl)(Cl)Cl. Product: [Br:1][C:2]1[N:7]=[C:6]([C:8]([O:10][CH3:11])=[O:9])[C:5]([O:18][CH3:17])=[N:4][CH:3]=1. The catalyst class is: 65. (2) Reactant: [F:1][C:2]1[CH:7]=[CH:6][C:5]([N:8]2[C:12]3[CH:13]=[C:14]4[C@:19]([C:21](OC)=[O:22])([CH2:20][C:11]=3[CH:10]=[N:9]2)[CH2:18][N:17]([S:25]([C:28]2[CH:33]=[CH:32][C:31]([C:34]([F:37])([F:36])[F:35])=[CH:30][CH:29]=2)(=[O:27])=[O:26])[CH2:16][CH2:15]4)=[CH:4][CH:3]=1.[H-].C([Al+]CC(C)C)C(C)C.C(=O)(O)[O-].[Na+].S([O-])([O-])(=O)=O.[Na+].[Na+]. Product: [F:1][C:2]1[CH:7]=[CH:6][C:5]([N:8]2[C:12]3[CH:13]=[C:14]4[C@:19]([CH:21]=[O:22])([CH2:20][C:11]=3[CH:10]=[N:9]2)[CH2:18][N:17]([S:25]([C:28]2[CH:29]=[CH:30][C:31]([C:34]([F:37])([F:35])[F:36])=[CH:32][CH:33]=2)(=[O:27])=[O:26])[CH2:16][CH2:15]4)=[CH:4][CH:3]=1. The catalyst class is: 46. (3) Reactant: [OH:1][C:2]1[CH:7]=[CH:6][C:5]([C:8]([F:11])([F:10])[F:9])=[CH:4][C:3]=1[NH:12][C:13](=[O:15])[CH3:14].[O:16]1[CH2:18][C@H:17]1[CH2:19]OS(C1C=CC=C([N+]([O-])=O)C=1)(=O)=O.C([O-])([O-])=O.[Cs+].[Cs+]. Product: [O:16]1[CH2:18][C@H:17]1[CH2:19][O:1][C:2]1[CH:7]=[CH:6][C:5]([C:8]([F:10])([F:11])[F:9])=[CH:4][C:3]=1[NH:12][C:13](=[O:15])[CH3:14]. The catalyst class is: 3.